From a dataset of Forward reaction prediction with 1.9M reactions from USPTO patents (1976-2016). Predict the product of the given reaction. (1) Given the reactants [CH:1](=O)[C:2]1[CH:7]=[CH:6][CH:5]=[CH:4][CH:3]=1.N1CCC[C@H]1C(O)=O.CCOC(C1CC(C(OCC)=O)=C(C)NC=1C)=O.[C:35]1(=[O:42])[CH2:40][CH2:39][CH2:38][C:37](=[O:41])[CH2:36]1, predict the reaction product. The product is: [CH2:1]([CH:36]1[C:37](=[O:41])[CH2:38][CH2:39][CH2:40][C:35]1=[O:42])[C:2]1[CH:7]=[CH:6][CH:5]=[CH:4][CH:3]=1. (2) Given the reactants Br[C:2]1[CH:7]=[CH:6][C:5]([S:8]([CH2:11][C@@H:12]2[CH2:17][C@H:16]([N:18]([CH:20]([CH3:22])[CH3:21])[CH3:19])[CH2:15][CH2:14][C@@H:13]2[NH:23][C:24](=[O:39])[CH2:25][C:26]2[NH:30][C:29]3[CH:31]=[CH:32][CH:33]=[C:34]([C:35]([F:38])([F:37])[F:36])[C:28]=3[N:27]=2)(=[O:10])=[O:9])=[CH:4][CH:3]=1.[Br-].[CH2:41]([Zn+])[CH2:42][CH3:43], predict the reaction product. The product is: [CH:20]([N:18]([CH3:19])[C@@H:16]1[CH2:15][CH2:14][C@H:13]([NH:23][C:24](=[O:39])[CH2:25][C:26]2[NH:30][C:29]3[CH:31]=[CH:32][CH:33]=[C:34]([C:35]([F:38])([F:37])[F:36])[C:28]=3[N:27]=2)[C@H:12]([CH2:11][S:8]([C:5]2[CH:6]=[CH:7][C:2]([CH2:41][CH2:42][CH3:43])=[CH:3][CH:4]=2)(=[O:10])=[O:9])[CH2:17]1)([CH3:22])[CH3:21]. (3) Given the reactants [Br:1][C:2]1[C:3]([C:14]2[CH:19]=[CH:18][CH:17]=[CH:16][CH:15]=2)=[CH:4][C:5]2[NH:10]/[C:9](=[N:11]/[NH2:12])/[CH2:8][O:7][C:6]=2[N:13]=1.C(O[C:23](OCC)(OCC)[CH2:24][CH3:25])C, predict the reaction product. The product is: [Br:1][C:2]1[C:3]([C:14]2[CH:19]=[CH:18][CH:17]=[CH:16][CH:15]=2)=[CH:4][C:5]2[N:10]3[C:23]([CH2:24][CH3:25])=[N:12][N:11]=[C:9]3[CH2:8][O:7][C:6]=2[N:13]=1. (4) Given the reactants [NH2:1][C:2]1[CH:3]=[C:4]([C:8](=[O:10])[CH3:9])[CH:5]=[CH:6][CH:7]=1.[CH2:11]([O:13][C:14](=[O:28])[CH:15]([CH2:19][C:20](=O)[C:21]1[CH:26]=[CH:25][CH:24]=[CH:23][CH:22]=1)[C:16](=O)[CH3:17])[CH3:12].CC1C=CC(S(O)(=O)=O)=CC=1, predict the reaction product. The product is: [CH2:11]([O:13][C:14]([C:15]1[CH:19]=[C:20]([C:21]2[CH:22]=[CH:23][CH:24]=[CH:25][CH:26]=2)[N:1]([C:2]2[CH:7]=[CH:6][CH:5]=[C:4]([C:8](=[O:10])[CH3:9])[CH:3]=2)[C:16]=1[CH3:17])=[O:28])[CH3:12]. (5) Given the reactants [F:1][C:2]1[CH:9]=[CH:8][C:7]([N:10]2[CH:14]=[C:13]([C:15]3[CH2:16][C:17]([CH3:24])([CH3:23])[O:18][C:19]([CH3:22])([CH3:21])[CH:20]=3)[N:12]=[C:11]2[C:25]2[CH:30]=[CH:29][CH:28]=[CH:27][C:26]=2[O:31][CH3:32])=[CH:6][C:3]=1[C:4]#[N:5].C1([SiH3])C=CC=CC=1.[O-:40]S([O-])(=S)=O.[Na+].[Na+], predict the reaction product. The product is: [F:1][C:2]1[CH:9]=[CH:8][C:7]([N:10]2[CH:14]=[C:13]([C:15]3([OH:40])[CH2:16][C:17]([CH3:24])([CH3:23])[O:18][C:19]([CH3:21])([CH3:22])[CH2:20]3)[N:12]=[C:11]2[C:25]2[CH:30]=[CH:29][CH:28]=[CH:27][C:26]=2[O:31][CH3:32])=[CH:6][C:3]=1[C:4]#[N:5].